From a dataset of CYP3A4 inhibition data for predicting drug metabolism from PubChem BioAssay. Regression/Classification. Given a drug SMILES string, predict its absorption, distribution, metabolism, or excretion properties. Task type varies by dataset: regression for continuous measurements (e.g., permeability, clearance, half-life) or binary classification for categorical outcomes (e.g., BBB penetration, CYP inhibition). Dataset: cyp3a4_veith. (1) The drug is Cc1cccc(OCCSCc2nc3ccccc3[nH]2)c1. The result is 1 (inhibitor). (2) The compound is c1cncc(-c2nc(-n3ccnc3)c3ccccc3n2)c1. The result is 1 (inhibitor). (3) The compound is CN(C)C(=O)c1ccc(-c2cncnc2N(C)Cc2ccco2)cc1. The result is 1 (inhibitor).